This data is from Forward reaction prediction with 1.9M reactions from USPTO patents (1976-2016). The task is: Predict the product of the given reaction. Given the reactants [Br:1][C:2]1[CH:3]=[N:4][CH:5]=[C:6](F)[CH:7]=1.[CH3:9][NH2:10].C([O-])(O)=O.[Na+], predict the reaction product. The product is: [Br:1][C:2]1[CH:7]=[C:6]([NH:10][CH3:9])[CH:5]=[N:4][CH:3]=1.